Task: Predict the reaction yield, written as a fraction of the theoretical maximum amount of product (1.0 means a 100% yield; for example, 0.34 means a 34% yield).. Dataset: Reaction yield outcomes from USPTO patents with 853,638 reactions (1) The reactants are [F:1][C:2]1[CH:3]=[C:4]([NH:8][CH:9]([C:21]2[CH:26]=[CH:25][CH:24]=[CH:23][CH:22]=2)[C:10]([O:12][C@@H:13]2[CH:18]3[CH2:19][CH2:20][N:15]([CH2:16][CH2:17]3)[CH2:14]2)=[O:11])[CH:5]=[CH:6][CH:7]=1.[Cl:27][CH2:28][C:29]1[N:33]=[C:32]([C:34]2[S:35][CH:36]=[CH:37][N:38]=2)[O:31][N:30]=1. The catalyst is CCOC(C)=O. The product is [Cl-:27].[F:1][C:2]1[CH:3]=[C:4]([NH:8][CH:9]([C:21]2[CH:22]=[CH:23][CH:24]=[CH:25][CH:26]=2)[C:10]([O:12][C@@H:13]2[CH:18]3[CH2:19][CH2:20][N+:15]([CH2:28][C:29]4[N:33]=[C:32]([C:34]5[S:35][CH:36]=[CH:37][N:38]=5)[O:31][N:30]=4)([CH2:16][CH2:17]3)[CH2:14]2)=[O:11])[CH:5]=[CH:6][CH:7]=1. The yield is 0.304. (2) The reactants are [Br:1][C:2]1[C:3]([F:12])=[C:4]2[C:10]([NH2:11])=[CH:9][NH:8][C:5]2=[N:6][CH:7]=1.[C:13]([O:17][C:18]([N:20]1[CH2:25][CH2:24][O:23][CH:22]([C:26](O)=[O:27])[CH2:21]1)=[O:19])([CH3:16])([CH3:15])[CH3:14].C1N(P(Cl)(N2C(=O)OCC2)=O)C(=O)OC1.C(N(CC)CC)C.[Li+].[OH-]. The catalyst is C(Cl)Cl.O. The product is [Br:1][C:2]1[C:3]([F:12])=[C:4]2[C:10]([NH:11][C:26]([CH:22]3[O:23][CH2:24][CH2:25][N:20]([C:18]([O:17][C:13]([CH3:16])([CH3:15])[CH3:14])=[O:19])[CH2:21]3)=[O:27])=[CH:9][NH:8][C:5]2=[N:6][CH:7]=1. The yield is 0.979.